Dataset: Full USPTO retrosynthesis dataset with 1.9M reactions from patents (1976-2016). Task: Predict the reactants needed to synthesize the given product. (1) Given the product [CH3:20][C:18]1([C:17]([F:22])([F:21])[F:16])[NH:1][C:2]2[CH:6]=[C:5]([C:7]3[CH:8]=[CH:9][N:10]=[CH:11][CH:12]=3)[S:4][C:3]=2[C:13](=[O:14])[NH:15]1, predict the reactants needed to synthesize it. The reactants are: [NH2:1][C:2]1[CH:6]=[C:5]([C:7]2[CH:12]=[CH:11][N:10]=[CH:9][CH:8]=2)[S:4][C:3]=1[C:13]([NH2:15])=[O:14].[F:16][C:17]([F:22])([F:21])[C:18]([CH3:20])=O.CC1C=CC(S(O)(=O)=O)=CC=1.[O-]S([O-])(=O)=O.[Mg+2].C([O-])(O)=O.[Na+]. (2) The reactants are: [Br:1][C:2]1[CH:3]=[CH:4][C:5]([C:13]([OH:15])=[O:14])=[N:6][C:7]=1[O:8][CH2:9][CH2:10][O:11][CH3:12].IC.[C:18](=O)([O-])[O-].[Na+].[Na+].O. Given the product [CH3:18][O:14][C:13]([C:5]1[CH:4]=[CH:3][C:2]([Br:1])=[C:7]([O:8][CH2:9][CH2:10][O:11][CH3:12])[N:6]=1)=[O:15], predict the reactants needed to synthesize it. (3) Given the product [C:1]([O:5][C:6]([NH:8][C:9]1[CH:13]=[CH:12][S:11][C:10]=1[I:14])=[O:7])([CH3:4])([CH3:2])[CH3:3], predict the reactants needed to synthesize it. The reactants are: [C:1]([O:5][C:6]([NH:8][C:9]1[CH:13]=[CH:12][S:11][CH:10]=1)=[O:7])([CH3:4])([CH3:3])[CH3:2].[I:14]N1C(=O)CCC1=O.CCCCCC.CCOC(C)=O. (4) Given the product [CH3:8][O:9][C:10](=[O:33])[CH2:11][C:12]1[CH:17]=[C:16]([Br:18])[C:15]([O:19][C:20]2[CH:21]=[C:22]([CH3:30])[C:23]([OH:29])=[C:24]([CH:26]([CH3:28])[CH3:27])[CH:25]=2)=[C:14]([Br:32])[CH:13]=1, predict the reactants needed to synthesize it. The reactants are: C([SiH](CC)CC)C.[CH3:8][O:9][C:10](=[O:33])[CH2:11][C:12]1[CH:17]=[C:16]([Br:18])[C:15]([O:19][C:20]2[CH:25]=[C:24]([CH:26]([CH3:28])[CH3:27])[C:23]([OH:29])=[C:22]([CH:30]=O)[CH:21]=2)=[C:14]([Br:32])[CH:13]=1. (5) Given the product [CH3:2][C:3]1[CH:14]=[C:13]([CH3:15])[C:6]2[N:7]([C:30]([O:32][CH2:33][C:34]3[CH:39]=[CH:38][CH:37]=[CH:36][CH:35]=3)=[O:31])[CH2:8][CH2:9][CH2:10][C:11](=[O:12])[C:5]=2[CH:4]=1, predict the reactants needed to synthesize it. The reactants are: Cl.[CH3:2][C:3]1[CH:14]=[C:13]([CH3:15])[C:6]2[NH:7][CH2:8][CH2:9][CH2:10][C:11](=[O:12])[C:5]=2[CH:4]=1.CC1CCCO1.O.C([O-])([O-])=O.[Na+].[Na+].Cl[C:30]([O:32][CH2:33][C:34]1[CH:39]=[CH:38][CH:37]=[CH:36][CH:35]=1)=[O:31].Cl. (6) Given the product [N:1]1[CH:6]=[CH:5][CH:4]=[CH:3][C:2]=1[CH2:7][C:8]([N:10]1[C:18]2[C:13](=[CH:14][C:15]([NH:19][C:28](=[O:29])[C:27]3[CH:31]=[CH:32][CH:33]=[CH:34][C:26]=3[NH:25][C:24]3[CH:35]=[CH:36][CH:37]=[C:22]([C:21]([F:20])([F:38])[F:39])[CH:23]=3)=[CH:16][CH:17]=2)[CH2:12][CH2:11]1)=[O:9], predict the reactants needed to synthesize it. The reactants are: [N:1]1[CH:6]=[CH:5][CH:4]=[CH:3][C:2]=1[CH2:7][C:8]([N:10]1[C:18]2[C:13](=[CH:14][C:15]([NH2:19])=[CH:16][CH:17]=2)[CH2:12][CH2:11]1)=[O:9].[F:20][C:21]([F:39])([F:38])[C:22]1[CH:23]=[C:24]([CH:35]=[CH:36][CH:37]=1)[NH:25][C:26]1[CH:34]=[CH:33][CH:32]=[CH:31][C:27]=1[C:28](O)=[O:29].Cl.CN(C)CCCN=C=NCC.O.ON1C2C=CC=CC=2N=N1. (7) Given the product [F:8][C:9]1[CH:14]=[CH:13][CH:12]=[C:11]([F:15])[C:10]=1[C:16]1[CH:17]=[CH:18][C:19]2[N:20]([C:22]([NH:25][C:26]3[CH:27]=[N:28][CH:29]=[CH:30][C:31]=3[N:32]3[CH2:33][CH2:34][NH:35][CH2:36][CH2:37]3)=[N:23][CH:24]=2)[N:21]=1, predict the reactants needed to synthesize it. The reactants are: C(O)(C(F)(F)F)=O.[F:8][C:9]1[CH:14]=[CH:13][CH:12]=[C:11]([F:15])[C:10]=1[C:16]1[CH:17]=[CH:18][C:19]2[N:20]([C:22]([NH:25][C:26]3[CH:27]=[N:28][CH:29]=[CH:30][C:31]=3[N:32]3[CH2:37][CH2:36][N:35](C(OC(C)(C)C)=O)[CH2:34][CH2:33]3)=[N:23][CH:24]=2)[N:21]=1.CO.